From a dataset of Reaction yield outcomes from USPTO patents with 853,638 reactions. Predict the reaction yield, written as a fraction of the theoretical maximum amount of product (1.0 means a 100% yield; for example, 0.34 means a 34% yield). The reactants are C(N(CC)CC)C.Cl.[CH2:9]([C:16]([OH:18])=O)[CH2:10][C:11]1[N:15]=[CH:14][NH:13][CH:12]=1.CN(C(ON1N=NC2C=CC=CC1=2)=[N+](C)C)C.[B-](F)(F)(F)F.FC(F)(F)C(O)=O.[NH2:48][CH:49]([CH:68]([OH:77])[C:69]1[CH:74]=[CH:73][C:72]([O:75][CH3:76])=[CH:71][CH:70]=1)[C:50]([N:52]1[CH2:55][C:54]([O:63][CH2:64][CH2:65][CH2:66][CH3:67])([C:56]2[CH:61]=[CH:60][CH:59]=[CH:58][C:57]=2[CH3:62])[CH2:53]1)=[O:51].[OH-].[Na+]. The catalyst is CN(C)C=O. The product is [CH2:64]([O:63][C:54]1([C:56]2[CH:61]=[CH:60][CH:59]=[CH:58][C:57]=2[CH3:62])[CH2:53][N:52]([C:50]([CH:49]([NH:48][C:16](=[O:18])[CH2:9][CH2:10][C:11]2[N:15]=[CH:14][NH:13][CH:12]=2)[CH:68]([OH:77])[C:69]2[CH:74]=[CH:73][C:72]([O:75][CH3:76])=[CH:71][CH:70]=2)=[O:51])[CH2:55]1)[CH2:65][CH2:66][CH3:67]. The yield is 0.390.